Dataset: Catalyst prediction with 721,799 reactions and 888 catalyst types from USPTO. Task: Predict which catalyst facilitates the given reaction. (1) Reactant: [CH2:1]([O:8][C:9]1[CH:14]=[CH:13][CH:12]=[CH:11][C:10]=1[C:15]1[O:19][N:18]=[C:17]([C:20]([NH:22][CH2:23][C:24]([OH:26])=O)=[O:21])[CH:16]=1)[C:2]1[CH:7]=[CH:6][CH:5]=[CH:4][CH:3]=1.CCN(C(C)C)C(C)C.C1C=CC2N(O)N=NC=2C=1.CCN=C=NCCCN(C)C.Cl.Cl.Cl.[Cl:60][C:61]1[CH:66]=[CH:65][CH:64]=[CH:63][C:62]=1[NH:67][CH:68]1[CH2:73][CH2:72][NH:71][CH2:70][CH2:69]1. Product: [Cl:60][C:61]1[CH:66]=[CH:65][CH:64]=[CH:63][C:62]=1[NH:67][CH:68]1[CH2:73][CH2:72][N:71]([C:24](=[O:26])[CH2:23][NH:22][C:20]([C:17]2[CH:16]=[C:15]([C:10]3[CH:11]=[CH:12][CH:13]=[CH:14][C:9]=3[O:8][CH2:1][C:2]3[CH:7]=[CH:6][CH:5]=[CH:4][CH:3]=3)[O:19][N:18]=2)=[O:21])[CH2:70][CH2:69]1. The catalyst class is: 18. (2) Reactant: [Cl:1][C:2]1[C:10]2[O:9][N:8]=[C:7]([C:11]3[CH:16]=[N:15][CH:14]=[CH:13][N:12]=3)[C:6]=2[CH:5]=[C:4]([CH:17]=O)[C:3]=1[N:19]1[CH2:24][C@H:23]([CH3:25])[O:22][C@H:21]([CH3:26])[CH2:20]1.[NH:27]1[C:32](=[O:33])[CH2:31][C:30](=[O:34])[NH:29][C:28]1=[O:35]. Product: [Cl:1][C:2]1[C:10]2[O:9][N:8]=[C:7]([C:11]3[CH:16]=[N:15][CH:14]=[CH:13][N:12]=3)[C:6]=2[CH:5]=[C:4]2[C:3]=1[N:19]1[CH2:24][C@@H:23]([CH3:25])[O:22][C@@H:21]([CH3:26])[C@@H:20]1[C:31]1([C:30](=[O:34])[NH:29][C:28](=[O:35])[NH:27][C:32]1=[O:33])[CH2:17]2. The catalyst class is: 32.